Dataset: Forward reaction prediction with 1.9M reactions from USPTO patents (1976-2016). Task: Predict the product of the given reaction. Given the reactants [Br:1][C:2]1[CH:9]=[CH:8][C:5]([CH2:6][OH:7])=[CH:4][CH:3]=1.CCN(CC)CC.[CH3:17][S:18](Cl)(=[O:20])=[O:19], predict the reaction product. The product is: [Br:1][C:2]1[CH:9]=[CH:8][C:5]([CH2:6][O:7][S:18]([CH3:17])(=[O:20])=[O:19])=[CH:4][CH:3]=1.